The task is: Predict the product of the given reaction.. This data is from Forward reaction prediction with 1.9M reactions from USPTO patents (1976-2016). (1) Given the reactants [CH2:1]([C:3]1[S:12][C:6]2[N:7]=[CH:8][N:9]=[C:10](O)[C:5]=2[CH:4]=1)[CH3:2].O=P(Cl)(Cl)[Cl:15], predict the reaction product. The product is: [Cl:15][C:10]1[C:5]2[CH:4]=[C:3]([CH2:1][CH3:2])[S:12][C:6]=2[N:7]=[CH:8][N:9]=1. (2) Given the reactants [F:1][C:2]1[CH:3]=[C:4]([NH2:9])[C:5]([NH2:8])=[CH:6][CH:7]=1.[C:10](O)(=O)[CH3:11], predict the reaction product. The product is: [F:1][C:2]1[CH:7]=[CH:6][C:5]2[N:8]=[C:10]([CH3:11])[NH:9][C:4]=2[CH:3]=1. (3) Given the reactants Br[C:2]1[CH:18]=[CH:17][C:5]([CH2:6][N:7]2[CH2:12][CH2:11][CH:10]([C:13]([F:16])([F:15])[F:14])[CH2:9][CH2:8]2)=[CH:4][CH:3]=1.[B:19]1([B:19]2[O:23][C:22]([CH3:25])([CH3:24])[C:21]([CH3:27])([CH3:26])[O:20]2)[O:23][C:22]([CH3:25])([CH3:24])[C:21]([CH3:27])([CH3:26])[O:20]1.C([O-])(=O)C.[K+], predict the reaction product. The product is: [CH3:26][C:21]1([CH3:27])[C:22]([CH3:25])([CH3:24])[O:23][B:19]([C:2]2[CH:18]=[CH:17][C:5]([CH2:6][N:7]3[CH2:12][CH2:11][CH:10]([C:13]([F:16])([F:15])[F:14])[CH2:9][CH2:8]3)=[CH:4][CH:3]=2)[O:20]1. (4) Given the reactants [Cl:1][C:2]1[CH:3]=[C:4]2[C:10]([I:11])=[CH:9][NH:8][C:5]2=[N:6][CH:7]=1.[H-].[Na+].[CH:14]([Si:17](Cl)([CH:21]([CH3:23])[CH3:22])[CH:18]([CH3:20])[CH3:19])([CH3:16])[CH3:15].O, predict the reaction product. The product is: [Cl:1][C:2]1[CH:3]=[C:4]2[C:10]([I:11])=[CH:9][N:8]([Si:17]([CH:21]([CH3:23])[CH3:22])([CH:18]([CH3:20])[CH3:19])[CH:14]([CH3:16])[CH3:15])[C:5]2=[N:6][CH:7]=1. (5) Given the reactants C(OC(=O)[NH:7][C@@H:8](/[CH:16]=[CH:17]/[C:18]#[N:19])[CH2:9][C:10]1[CH:15]=[CH:14][CH:13]=[CH:12][CH:11]=1)(C)(C)C, predict the reaction product. The product is: [NH2:7][C@H:8]([CH2:9][C:10]1[CH:15]=[CH:14][CH:13]=[CH:12][CH:11]=1)/[CH:16]=[CH:17]/[C:18]#[N:19]. (6) Given the reactants [N:1]([CH2:4][CH2:5][CH2:6][CH2:7][CH2:8][CH2:9][CH2:10][CH3:11])=[C:2]=[O:3].[CH:12]1[C:21]2[CH:20]=[CH:19][CH:18]=[C:17]([NH2:22])[C:16]=2[CH:15]=[CH:14][N:13]=1.BrC1C=CC(CN=C=O)=CC=1, predict the reaction product. The product is: [CH:12]1[C:21]2[C:16](=[C:17]([NH:22][C:2]([NH:1][CH2:4][CH2:5][CH2:6][CH2:7][CH2:8][CH2:9][CH2:10][CH3:11])=[O:3])[CH:18]=[CH:19][CH:20]=2)[CH:15]=[CH:14][N:13]=1.